From a dataset of Experimentally validated miRNA-target interactions with 360,000+ pairs, plus equal number of negative samples. Binary Classification. Given a miRNA mature sequence and a target amino acid sequence, predict their likelihood of interaction. (1) The miRNA is mmu-miR-423-3p with sequence AGCUCGGUCUGAGGCCCCUCAGU. The protein sequence of the target gene is MHQPPESTAAAAAAADISARKMAHPAMFPRRGSGGGSASALNAAGTGVSGAAPSSEDFPPPSLLQPPPPAASSTQGPQPPPPQSLNLLSQAQLQGQPLAPGGTQMKKKSGFQITSVTPAQISASISSNNSIAEDTESYDDLDESHTEDLSSSEILDVSLSRATDLGEPERSSSEETLNNFQEAETPGAVSPNQPHLPQPHLPHLPQQNVVINGNAHPHHLHHHHHPHHGHHLHHGHHHSSHAAVAGPSIPGGPPSSPVSRKLSTTGSSDGGVPVAPPPAVPSSGLPASVMTNIRTPSTTG.... Result: 0 (no interaction). (2) The miRNA is hsa-miR-3936 with sequence UAAGGGGUGUAUGGCAGAUGCA. The protein sequence of the target gene is MERECEESVVVAVVTEPRFTQRYRDYLEEQKLLDRLHRVAKLRDGAVALPVLAESLSEQHLQELRDRVAPGSTCVLTRLPDPLPSKKARVRSPAQILCLEVRRWVEDRGVTWSAELEADLPRSWQRHGDLMLLSEDCFQATLWKGLEPELWETVASALGVQRLAKRGRVLPDGTRTPSVTLLLGDHGWVEHMDNGIRYKFDVTQCMFSFGNITEKLRVASLSCAGEVLVDLYAGIGYFTLPFLVHAGAAFVHACEWNPHAVVALRNNLEINGVADRCQIHFGDNRKLKLSDIADRVNLGL.... Result: 0 (no interaction). (3) Result: 0 (no interaction). The protein sequence of the target gene is MKILFCDVLLLSLLSSVFSSCPRDCLTCQEKLHPAPDSFNLKTCILQCEEKVFPRPLWTVCTKVMASGSGQLSPADPELVSAALYQPKASEMQHLKRMPRVRSLVQVRDAEPGADAEPGADAEPGADDAEEVEQKQLQKRFGGFTGARKSARKLANQKRFSEFMRQYLVLSMQSSQRRRTLHQNGNV. The miRNA is mmu-miR-574-5p with sequence UGAGUGUGUGUGUGUGAGUGUGU. (4) The miRNA is mmu-miR-3064-5p with sequence UCUGGCUGUUGUGGUGUGCAAA. The protein sequence of the target gene is MSDAAEEQPMETTGATENGHEAAPEGEAPVEPSAAAAAPAASAGSGGGTTTAPSGNQNGAEGDQINASKNEEDAGKMFVGGLSWDTSKKDLKDYFTKFGEVVDCTIKMDPNTGRSRGFGFILFKDSSSVEKVLDQKEHRLDGRVIDPKKAMAMKKDPVKKIFVGGLNPEATEEKIREYFGQFGEIEAIELPIDPKLNKRRGFVFITFKEEDPVKKVLEKKFHTVSGSKCEIKVAQPKEVYQQQQYGSGGRGNRNRGNRGSGGGQGSTNYGKSQRRGGHQNNYKPY. Result: 0 (no interaction). (5) The miRNA is hsa-miR-548f-3p with sequence AAAAACUGUAAUUACUUUU. The protein sequence of the target gene is MEAGPPGSARPAEPGPCLSGQRGADHTASASLQSVAGTEPGRHPQAVAAVLPAGGCGERMGVPTPKQFCPILERPLISYTLQALERVCWIKDIVVAVTGENMEVMKSIIQKYQHKRISLVEAGVTRHRSIFNGLKALAEDQINSKLSKPEVVIIHDAVRPFVEEGVLLKVVTAAKEHGAAGAIRPLVSTVVSPSADGCLDYSLERARHRASEMPQAFLFDVIYEAYQQCSDYDLEFGTECLQLALKYCCTKAKLVEGSPDLWKVTYKRDLYAAESIIKERISQEICVVMDTEEDNKHVGH.... Result: 1 (interaction). (6) The miRNA is hsa-miR-633 with sequence CUAAUAGUAUCUACCACAAUAAA. The protein sequence of the target gene is MRVVRLLRLRAALTLLGEVPRRPASRGVPGSRRTQKGSGARWEKEKHEDGVKWRQLEHKGPYFAPPYEPLPDGVRFFYEGRPVRLSVAAEEVATFYGRMLDHEYTTKEVFRKNFFNDWRKEMAVEEREVIKSLDKCDFTEIHRYFVDKAAARKVLSREEKQKLKEEAEKLQQEFGYCILDGHQEKIGNFKIEPPGLFRGRGDHPKMGMLKRRITPEDVVINCSRDSKIPEPPAGHQWKEVRSDNTVTWLAAWTESVQNSIKYIMLNPCSKLKGETAWQKFETARRLRGFVDEIRSQYRAD.... Result: 1 (interaction).